This data is from Reaction yield outcomes from USPTO patents with 853,638 reactions. The task is: Predict the reaction yield, written as a fraction of the theoretical maximum amount of product (1.0 means a 100% yield; for example, 0.34 means a 34% yield). (1) The reactants are Cl[C:2]1[CH:7]=[C:6]([NH:8][C@@H:9]2[CH2:14][CH2:13][C@H:12]([C:15]([N:17]3[CH2:22][CH2:21][N:20]([C:23]([O:25][C:26]([CH3:29])([CH3:28])[CH3:27])=[O:24])[CH2:19][C@H:18]3[CH3:30])=[O:16])[CH2:11][CH2:10]2)[C:5]([N+:31]([O-:33])=[O:32])=[CH:4][N:3]=1.[N:34]1([CH2:40][CH2:41][OH:42])[CH2:39][CH2:38][CH2:37][CH2:36][CH2:35]1.C1OCCOCCOCCOCCOCCOC1.C(=O)([O-])[O-].[Cs+].[Cs+]. The catalyst is C1(C)C=CC=CC=1. The product is [CH3:30][C@H:18]1[N:17]([C:15]([C@H:12]2[CH2:13][CH2:14][C@@H:9]([NH:8][C:6]3[C:5]([N+:31]([O-:33])=[O:32])=[CH:4][N:3]=[C:2]([O:42][CH2:41][CH2:40][N:34]4[CH2:39][CH2:38][CH2:37][CH2:36][CH2:35]4)[CH:7]=3)[CH2:10][CH2:11]2)=[O:16])[CH2:22][CH2:21][N:20]([C:23]([O:25][C:26]([CH3:29])([CH3:28])[CH3:27])=[O:24])[CH2:19]1. The yield is 0.692. (2) The reactants are C(OC([N:8]1[CH2:13][CH2:12][CH:11]([O:14][C:15]2[CH:16]=[CH:17][C:18]3[O:23][CH2:22][C:21](=[O:24])[NH:20][C:19]=3[CH:25]=2)[CH2:10][CH2:9]1)=O)(C)(C)C.[ClH:26]. The catalyst is ClCCl. The product is [ClH:26].[NH:8]1[CH2:9][CH2:10][CH:11]([O:14][C:15]2[CH:16]=[CH:17][C:18]3[O:23][CH2:22][C:21](=[O:24])[NH:20][C:19]=3[CH:25]=2)[CH2:12][CH2:13]1. The yield is 0.880. (3) The reactants are [OH:1][C@@:2]([CH3:11])([CH2:9][OH:10])[C:3]([N:5]([O:7][CH3:8])[CH3:6])=[O:4].O.[CH3:13][C:14]1C=CC(S(O)(=O)=O)=C[CH:15]=1. The catalyst is COC(OC)(C)C. The product is [CH3:8][O:7][N:5]([CH3:6])[C:3]([C@:2]1([CH3:11])[CH2:9][O:10][C:14]([CH3:15])([CH3:13])[O:1]1)=[O:4]. The yield is 0.580.